This data is from Forward reaction prediction with 1.9M reactions from USPTO patents (1976-2016). The task is: Predict the product of the given reaction. (1) Given the reactants [H-].[Na+].[CH:3]([Si:6]([CH:11]([CH3:13])[CH3:12])([CH:8]([CH3:10])[CH3:9])[SH:7])([CH3:5])[CH3:4].FC(F)(F)S(O[C:20]1[CH:29]=[C:28]2[C:23]([CH2:24][CH2:25][CH:26]([C:30]([O:32][CH2:33][CH3:34])=[O:31])[O:27]2)=[CH:22][CH:21]=1)(=O)=O, predict the reaction product. The product is: [CH:11]([Si:6]([CH:3]([CH3:5])[CH3:4])([CH:8]([CH3:10])[CH3:9])[S:7][C:20]1[CH:29]=[C:28]2[C:23]([CH2:24][CH2:25][CH:26]([C:30]([O:32][CH2:33][CH3:34])=[O:31])[O:27]2)=[CH:22][CH:21]=1)([CH3:13])[CH3:12]. (2) Given the reactants [CH2:1]([O:9][CH2:10][C:11]1[CH:18]=[CH:17][C:14]([CH2:15][OH:16])=[CH:13][CH:12]=1)[CH2:2][CH2:3][CH2:4][CH2:5][CH2:6][CH2:7][CH3:8].C[N+]1([O-])CCOCC1, predict the reaction product. The product is: [CH2:1]([O:9][CH2:10][C:11]1[CH:12]=[CH:13][C:14]([CH:15]=[O:16])=[CH:17][CH:18]=1)[CH2:2][CH2:3][CH2:4][CH2:5][CH2:6][CH2:7][CH3:8]. (3) Given the reactants Br[C:2]1[C:7]([Cl:8])=[CH:6][C:5]([NH:9][C:10]2[N:14]=[C:13]([NH2:15])[NH:12][N:11]=2)=[CH:4][C:3]=1[Cl:16].[CH3:17][S:18]([C:21]1[N:26]=[CH:25][C:24](B(O)O)=[CH:23][CH:22]=1)(=[O:20])=[O:19].C([O-])([O-])=O.[Cs+].[Cs+], predict the reaction product. The product is: [Cl:16][C:3]1[CH:4]=[C:5]([NH:9][C:10]2[NH:11][N:12]=[C:13]([NH2:15])[N:14]=2)[CH:6]=[C:7]([Cl:8])[C:2]=1[C:24]1[CH:25]=[N:26][C:21]([S:18]([CH3:17])(=[O:20])=[O:19])=[CH:22][CH:23]=1. (4) Given the reactants [NH2:1][C:2]1[C:6]([CH3:7])=[CH:5][S:4][C:3]=1[C:8]([O:10]C)=O.[Cl:12][C:13]1[CH:18]=[CH:17][C:16]([N:19]=[C:20]=[S:21])=[CH:15][CH:14]=1, predict the reaction product. The product is: [Cl:12][C:13]1[CH:18]=[CH:17][C:16]([N:19]2[C:8](=[O:10])[C:3]3[S:4][CH:5]=[C:6]([CH3:7])[C:2]=3[NH:1][C:20]2=[S:21])=[CH:15][CH:14]=1. (5) Given the reactants Cl[C:2]1[N:7]=[CH:6][C:5]([C:8]2[O:12][N:11]=[C:10]([C:13]3[CH:21]=[CH:20][C:19]4[NH:18][C:17]5[CH:22]([CH2:25][C:26](OCC)=[O:27])[CH2:23][CH2:24][C:16]=5[C:15]=4[CH:14]=3)[N:9]=2)=[CH:4][CH:3]=1.C[OH:32].C[C:34]([O-:37])(C)C.[K+].[OH-].[Na+], predict the reaction product. The product is: [CH3:34][O:37][C:2]1[N:7]=[CH:6][C:5]([C:8]2[O:12][N:11]=[C:10]([C:13]3[CH:21]=[CH:20][C:19]4[NH:18][C:17]5[CH:22]([CH2:25][C:26]([OH:27])=[O:32])[CH2:23][CH2:24][C:16]=5[C:15]=4[CH:14]=3)[N:9]=2)=[CH:4][CH:3]=1. (6) Given the reactants [NH2:1][C:2]1[CH:7]=[CH:6][C:5](N)=[CH:4][C:3]=1[S:9]([NH2:12])(=[O:11])=[O:10].[N:13]1C=CC=CC=1.[CH3:19][S:20](Cl)(=[O:22])=[O:21], predict the reaction product. The product is: [NH2:1][C:2]1[CH:7]=[C:6]([NH:13][S:20]([CH3:19])(=[O:22])=[O:21])[CH:5]=[CH:4][C:3]=1[S:9]([NH2:12])(=[O:11])=[O:10].